The task is: Predict the reaction yield, written as a fraction of the theoretical maximum amount of product (1.0 means a 100% yield; for example, 0.34 means a 34% yield).. This data is from Reaction yield outcomes from USPTO patents with 853,638 reactions. (1) The reactants are Cl.[CH:2]([C:5]1[N:9]=[C:8]([N:10]2[CH2:15][CH2:14][CH:13]([NH2:16])[CH2:12][CH2:11]2)[S:7][N:6]=1)([CH3:4])[CH3:3].C(N(CC)CC)C.[Br:24][CH2:25][CH2:26][CH2:27][C:28](Cl)=[O:29]. The catalyst is C1COCC1. The product is [Br:24][CH2:25][CH2:26][CH2:27][C:28]([NH:16][CH:13]1[CH2:12][CH2:11][N:10]([C:8]2[S:7][N:6]=[C:5]([CH:2]([CH3:4])[CH3:3])[N:9]=2)[CH2:15][CH2:14]1)=[O:29]. The yield is 0.990. (2) The reactants are [Cl:1][C:2]1[N:7]=[CH:6][C:5](B(O)O)=[CH:4][C:3]=1[NH:11][S:12]([C:15]1[CH:20]=[CH:19][C:18]([F:21])=[CH:17][CH:16]=1)(=[O:14])=[O:13].Br[C:23]1[CH:24]=[CH:25][C:26]2[N:27]([C:29]([C:32]#[C:33][Si:34]([CH3:37])([CH3:36])[CH3:35])=[CH:30][N:31]=2)[N:28]=1.C(Cl)Cl.C([O-])([O-])=O.[Na+].[Na+]. The catalyst is O1CCOCC1.C1C=CC(P(C2C=CC=CC=2)[C-]2C=CC=C2)=CC=1.C1C=CC(P(C2C=CC=CC=2)[C-]2C=CC=C2)=CC=1.Cl[Pd]Cl.[Fe+2].O. The product is [Cl:1][C:2]1[C:3]([NH:11][S:12]([C:15]2[CH:20]=[CH:19][C:18]([F:21])=[CH:17][CH:16]=2)(=[O:14])=[O:13])=[CH:4][C:5]([C:23]2[CH:24]=[CH:25][C:26]3[N:27]([C:29]([C:32]#[C:33][Si:34]([CH3:35])([CH3:37])[CH3:36])=[CH:30][N:31]=3)[N:28]=2)=[CH:6][N:7]=1. The yield is 0.115. (3) The reactants are [CH:1]1[C:10]2[C:5](=[CH:6][CH:7]=[CH:8][CH:9]=2)[CH:4]=[CH:3][C:2]=1[CH:11]([O:13][C:14]1[CH:22]=[CH:21][CH:20]=[C:16]([C:17](O)=[O:18])[C:15]=1[C:23](O)=[O:24])[CH3:12].Cl.[NH2:27][CH:28]1[CH2:34][CH2:33][C:32](=[O:35])[NH:31][C:29]1=[O:30]. The catalyst is N1C=CC=CC=1. The product is [O:30]=[C:29]1[CH:28]([N:27]2[C:23](=[O:24])[C:15]3[C:16](=[CH:20][CH:21]=[CH:22][C:14]=3[O:13][CH:11]([C:2]3[CH:3]=[CH:4][C:5]4[C:10](=[CH:9][CH:8]=[CH:7][CH:6]=4)[CH:1]=3)[CH3:12])[C:17]2=[O:18])[CH2:34][CH2:33][C:32](=[O:35])[NH:31]1. The yield is 0.640. (4) The reactants are [N+:1]([C:4]1[CH:5]=[C:6]([C:10]2[O:11][C:12]3[CH:13]=[N:14][CH:15]=[CH:16][C:17]=3[N:18]=2)[CH:7]=[CH:8][CH:9]=1)([O-])=O.[NH4+].[Cl-]. The catalyst is CO.O.[Fe]. The product is [N:18]1[C:17]2[CH:16]=[CH:15][N:14]=[CH:13][C:12]=2[O:11][C:10]=1[C:6]1[CH:5]=[C:4]([NH2:1])[CH:9]=[CH:8][CH:7]=1. The yield is 0.310. (5) The reactants are [CH3:1][C:2]([CH3:34])([CH3:33])[C:3](=[O:32])[CH2:4][O:5][C:6]1[CH:11]=[CH:10][C:9]([C:12]([C:17]2[O:18][C:19]3[CH:25]=[CH:24][C:23]([O:26][S:27]([CH3:30])(=[O:29])=[O:28])=[CH:22][C:20]=3[CH:21]=2)([CH2:15][CH3:16])[CH2:13][CH3:14])=[CH:8][C:7]=1[CH3:31].[BH4-].[Na+]. The catalyst is C1COCC1. The product is [CH2:13]([C:12]([C:17]1[O:18][C:19]2[CH:25]=[CH:24][C:23]([O:26][S:27]([CH3:30])(=[O:29])=[O:28])=[CH:22][C:20]=2[CH:21]=1)([C:9]1[CH:10]=[CH:11][C:6]([O:5][CH2:4][CH:3]([OH:32])[C:2]([CH3:33])([CH3:34])[CH3:1])=[C:7]([CH3:31])[CH:8]=1)[CH2:15][CH3:16])[CH3:14]. The yield is 1.00. (6) The catalyst is CN(C=O)C.O. The reactants are C1C=CC2N(O)N=NC=2C=1.CCN(C(C)C)C(C)C.[Cl:20][C:21]1[CH:29]=[CH:28][C:27]([Cl:30])=[CH:26][C:22]=1[C:23]([OH:25])=O.CCN=C=NCCCN(C)C.Cl.[C:43]([O:47][C:48](=[O:59])[NH:49][CH2:50][C:51](=[O:58])[N:52]1[CH2:57][CH2:56][NH:55][CH2:54][CH2:53]1)([CH3:46])([CH3:45])[CH3:44]. The product is [C:43]([O:47][C:48](=[O:59])[NH:49][CH2:50][C:51]([N:52]1[CH2:53][CH2:54][N:55]([C:23](=[O:25])[C:22]2[CH:26]=[C:27]([Cl:30])[CH:28]=[CH:29][C:21]=2[Cl:20])[CH2:56][CH2:57]1)=[O:58])([CH3:46])([CH3:44])[CH3:45]. The yield is 0.912.